This data is from Forward reaction prediction with 1.9M reactions from USPTO patents (1976-2016). The task is: Predict the product of the given reaction. Given the reactants C1C2C(COC([NH:18][C:19]([CH3:68])([C:21]([NH:23][C@H:24]([C:28]([N:30]([C@@H:32]([C@@H:64]([CH3:67])[CH2:65][CH3:66])[C@H:33]([O:62][CH3:63])[CH2:34][C:35]([N:37]3[CH2:41][CH2:40][CH2:39][C@H:38]3[C@H:42]([O:60][CH3:61])[C@@H:43]([CH3:59])[C:44]([NH:46][C@@H:47]([CH2:52][C:53]3[CH:58]=[CH:57][CH:56]=[CH:55][CH:54]=3)[C:48]([O:50][CH3:51])=[O:49])=[S:45])=[O:36])[CH3:31])=[O:29])[CH:25]([CH3:27])[CH3:26])=[O:22])[CH3:20])=O)C3C(=CC=CC=3)C=2C=CC=1.C(NCC)C.[Cl:74]CCl, predict the reaction product. The product is: [ClH:74].[CH3:20][C:19]([C:21]([NH:23][C@H:24]([C:28]([N:30]([C@@H:32]([C@@H:64]([CH3:67])[CH2:65][CH3:66])[C@H:33]([O:62][CH3:63])[CH2:34][C:35]([N:37]1[CH2:41][CH2:40][CH2:39][C@H:38]1[C@H:42]([O:60][CH3:61])[C@@H:43]([CH3:59])[C:44]([NH:46][C@@H:47]([CH2:52][C:53]1[CH:58]=[CH:57][CH:56]=[CH:55][CH:54]=1)[C:48]([O:50][CH3:51])=[O:49])=[S:45])=[O:36])[CH3:31])=[O:29])[CH:25]([CH3:27])[CH3:26])=[O:22])([CH3:68])[NH2:18].